From a dataset of Reaction yield outcomes from USPTO patents with 853,638 reactions. Predict the reaction yield, written as a fraction of the theoretical maximum amount of product (1.0 means a 100% yield; for example, 0.34 means a 34% yield). The reactants are [S:1]([N:11]1[C:15]2=[N:16][CH:17]=[CH:18][CH:19]=[C:14]2[C:13]([CH:20]=[O:21])=[CH:12]1)([C:4]1[CH:10]=[CH:9][C:7]([CH3:8])=[CH:6][CH:5]=1)(=[O:3])=[O:2].CO. No catalyst specified. The product is [S:1]([N:11]1[C:15]2=[N:16][CH:17]=[CH:18][CH:19]=[C:14]2[C:13]([CH2:20][OH:21])=[CH:12]1)([C:4]1[CH:10]=[CH:9][C:7]([CH3:8])=[CH:6][CH:5]=1)(=[O:3])=[O:2]. The yield is 0.800.